This data is from Forward reaction prediction with 1.9M reactions from USPTO patents (1976-2016). The task is: Predict the product of the given reaction. (1) Given the reactants C([O:4][C@H:5]([C@H:21]1[O:26][CH2:25][CH2:24][N:23]([C:27]2[CH:28]=[C:29]3[C:33](=[CH:34][CH:35]=2)[CH2:32][N:31]([CH3:36])[C:30]3=[O:37])[C:22]1=[O:38])[C:6](=[O:20])[NH:7][C:8]1[CH:13]=[CH:12][C:11]([C:14]2[NH:18][C:17](=[O:19])[O:16][N:15]=2)=[CH:10][CH:9]=1)(=O)C.[NH3:39].CO, predict the reaction product. The product is: [OH:4][C@H:5]([C@H:21]1[O:26][CH2:25][CH2:24][N:23]([C:27]2[CH:28]=[C:29]3[C:33](=[CH:34][CH:35]=2)[CH2:32][N:31]([CH3:36])[C:30]3=[O:37])[C:22]1=[O:38])[C:6]([NH:7][C:8]1[CH:9]=[CH:10][C:11]([C:14]2[N:18]=[C:17]([O-:19])[O:16][N:15]=2)=[CH:12][CH:13]=1)=[O:20].[NH4+:39]. (2) Given the reactants [CH2:1]([NH:9][S:10]([C:13]1[CH:14]=[C:15]([CH:19]=[CH:20][C:21]([OH:23])=O)[CH:16]=[CH:17][CH:18]=1)(=[O:12])=[O:11])[CH2:2][C:3]1[CH:8]=[CH:7][CH:6]=[CH:5][CH:4]=1.[Cl:24]CCl, predict the reaction product. The product is: [CH2:1]([NH:9][S:10]([C:13]1[CH:14]=[C:15]([CH:19]=[CH:20][C:21]([Cl:24])=[O:23])[CH:16]=[CH:17][CH:18]=1)(=[O:12])=[O:11])[CH2:2][C:3]1[CH:8]=[CH:7][CH:6]=[CH:5][CH:4]=1. (3) Given the reactants N#N.[C:3]([CH2:6][CH2:7][CH2:8][CH2:9][C:10]([OH:12])=[O:11])(=[O:5])[CH3:4].OS(O)(=O)=O.[C:18]([O-])([O-])=O.[Na+].[Na+], predict the reaction product. The product is: [CH3:18][O:11][C:10](=[O:12])[CH2:9][CH2:8][CH2:7][CH2:6][C:3](=[O:5])[CH3:4]. (4) Given the reactants [Cl:1][C:2]1[CH:6]=[CH:5][S:4][C:3]=1[C:7]1[N:11]2[N:12]=[C:13]([CH3:21])[CH:14]=[C:15]([CH:16]([CH2:19][CH3:20])[CH2:17][CH3:18])[C:10]2=[N:9][C:8]=1[CH3:22].C1C(=O)N([Br:30])C(=O)C1, predict the reaction product. The product is: [Br:30][C:5]1[S:4][C:3]([C:7]2[N:11]3[N:12]=[C:13]([CH3:21])[CH:14]=[C:15]([CH:16]([CH2:17][CH3:18])[CH2:19][CH3:20])[C:10]3=[N:9][C:8]=2[CH3:22])=[C:2]([Cl:1])[CH:6]=1. (5) Given the reactants [ClH:1].C(OCC)C.[F:7][CH2:8][CH:9]1[CH2:12][N:11]([CH2:13][CH2:14][O:15][C:16]2[CH:21]=[CH:20][C:19]([C@H:22]3[C:31]([C:32]4[CH:37]=[CH:36][CH:35]=[C:34]([OH:38])[CH:33]=4)=[C:30]([CH3:39])[C:29]4[C:24](=[CH:25][CH:26]=[C:27]([OH:40])[CH:28]=4)[O:23]3)=[CH:18][CH:17]=2)[CH2:10]1, predict the reaction product. The product is: [ClH:1].[F:7][CH2:8][CH:9]1[CH2:10][N:11]([CH2:13][CH2:14][O:15][C:16]2[CH:21]=[CH:20][C:19]([C@H:22]3[C:31]([C:32]4[CH:37]=[CH:36][CH:35]=[C:34]([OH:38])[CH:33]=4)=[C:30]([CH3:39])[C:29]4[C:24](=[CH:25][CH:26]=[C:27]([OH:40])[CH:28]=4)[O:23]3)=[CH:18][CH:17]=2)[CH2:12]1.